From a dataset of Reaction yield outcomes from USPTO patents with 853,638 reactions. Predict the reaction yield, written as a fraction of the theoretical maximum amount of product (1.0 means a 100% yield; for example, 0.34 means a 34% yield). (1) The reactants are [F:1][C:2]1[CH:3]=[C:4]([C:11]2[CH:16]=[CH:15][C:14]([C:17](=[O:26])[CH2:18][C:19]([CH3:25])([CH3:24])[C:20]([O:22][CH3:23])=[O:21])=[CH:13][CH:12]=2)[CH:5]=[CH:6][C:7]=1[NH:8]C=O.Cl. The catalyst is CO. The product is [NH2:8][C:7]1[CH:6]=[CH:5][C:4]([C:11]2[CH:12]=[CH:13][C:14]([C:17](=[O:26])[CH2:18][C:19]([CH3:24])([CH3:25])[C:20]([O:22][CH3:23])=[O:21])=[CH:15][CH:16]=2)=[CH:3][C:2]=1[F:1]. The yield is 0.890. (2) The reactants are [NH2:1][C:2]1[CH:3]=[C:4]([F:9])[CH:5]=[CH:6][C:7]=1[NH2:8].[C:10](=S)=[S:11]. The catalyst is CO. The product is [F:9][C:4]1[CH:5]=[CH:6][C:7]2[NH:8][C:10]([SH:11])=[N:1][C:2]=2[CH:3]=1. The yield is 0.982.